From a dataset of Full USPTO retrosynthesis dataset with 1.9M reactions from patents (1976-2016). Predict the reactants needed to synthesize the given product. (1) Given the product [Br:1][C:2]1[CH:3]=[C:4]2[C:9](=[C:10]([C:29]#[C:28][Si:25]([CH3:27])([CH3:26])[CH3:24])[CH:11]=1)[O:8][C:7]([CH3:14])([CH3:13])[CH2:6][C:5]2([CH3:16])[CH3:15], predict the reactants needed to synthesize it. The reactants are: [Br:1][C:2]1[CH:3]=[C:4]2[C:9](=[C:10](O)[CH:11]=1)[O:8][C:7]([CH3:14])([CH3:13])[CH2:6][C:5]2([CH3:16])[CH3:15].C(N(CC)CC)C.[CH3:24][Si:25]([C:28]#[CH:29])([CH3:27])[CH3:26].C(OCC)(=O)C. (2) Given the product [O:11]=[CH:12][C@H:13]([NH:15][C:16](=[O:22])[O:17][C:18]([CH3:21])([CH3:20])[CH3:19])[CH3:14], predict the reactants needed to synthesize it. The reactants are: C(Cl)(=O)C(Cl)=O.CS(C)=O.[OH:11][CH2:12][C@H:13]([NH:15][C:16](=[O:22])[O:17][C:18]([CH3:21])([CH3:20])[CH3:19])[CH3:14].C(N(CC)CC)C. (3) Given the product [Cl:1][C:2]1[CH:7]=[CH:6][C:5](/[CH:8]=[CH:9]/[C:10]([N:12]2[CH2:17][CH2:16][CH:15]([C:18]3[O:25][C:22]([CH2:23][CH3:24])=[N:21][N:20]=3)[CH2:14][CH2:13]2)=[O:11])=[C:4]([CH2:26][N:27]2[N:31]=[N:30][C:29]([CH3:32])=[N:28]2)[CH:3]=1, predict the reactants needed to synthesize it. The reactants are: [Cl:1][C:2]1[CH:7]=[CH:6][C:5](/[CH:8]=[CH:9]/[C:10]([N:12]2[CH2:17][CH2:16][CH:15]([C:18]([NH:20][NH:21][C:22](=[O:25])[CH2:23][CH3:24])=O)[CH2:14][CH2:13]2)=[O:11])=[C:4]([CH2:26][N:27]2[N:31]=[N:30][C:29]([CH3:32])=[N:28]2)[CH:3]=1.CCN(C(C)C)C(C)C.C1(P(C2C=CC=CC=2)C2C=CC=CC=2)C=CC=CC=1.ClC(Cl)(Cl)C(Cl)(Cl)Cl. (4) Given the product [CH3:28][S:29]([OH:32])(=[O:31])=[O:30].[CH3:28][S:29]([OH:32])(=[O:31])=[O:30].[N:1]1[CH:6]=[CH:5][CH:4]=[CH:3][C:2]=1[O:7][CH2:8][C:9]1[CH:27]=[CH:26][C:12]([CH2:13][C:14]2[CH:18]=[C:17]([C:19]3[C:20]([NH2:25])=[N:21][CH:22]=[CH:23][CH:24]=3)[O:16][N:15]=2)=[CH:11][CH:10]=1, predict the reactants needed to synthesize it. The reactants are: [N:1]1[CH:6]=[CH:5][CH:4]=[CH:3][C:2]=1[O:7][CH2:8][C:9]1[CH:27]=[CH:26][C:12]([CH2:13][C:14]2[CH:18]=[C:17]([C:19]3[C:20]([NH2:25])=[N:21][CH:22]=[CH:23][CH:24]=3)[O:16][N:15]=2)=[CH:11][CH:10]=1.[CH3:28][S:29]([OH:32])(=[O:31])=[O:30]. (5) Given the product [CH2:1]([O:3][C:4](=[O:24])[CH2:5][CH2:6][N:7]([C:14]1[C:19]([NH2:20])=[CH:18][N:17]=[C:16]([Cl:23])[N:15]=1)[CH:8]1[CH2:12][CH2:11][CH:10]([CH3:13])[CH2:9]1)[CH3:2], predict the reactants needed to synthesize it. The reactants are: [CH2:1]([O:3][C:4](=[O:24])[CH2:5][CH2:6][N:7]([C:14]1[C:19]([N+:20]([O-])=O)=[CH:18][N:17]=[C:16]([Cl:23])[N:15]=1)[CH:8]1[CH2:12][CH2:11][CH:10]([CH3:13])[CH2:9]1)[CH3:2].[H][H]. (6) Given the product [NH2:1][C:2]1[N:10]=[C:9]([Cl:11])[CH:8]=[CH:7][C:3]=1[C:4]([N:30]([O:39][CH3:40])[CH3:34])=[O:5], predict the reactants needed to synthesize it. The reactants are: [NH2:1][C:2]1[N:10]=[C:9]([Cl:11])[CH:8]=[CH:7][C:3]=1[C:4](O)=[O:5].O.ON1C2C=CC=CC=2N=N1.F[P-](F)(F)(F)(F)F.[N:30]1([O:39][C:40](N(C)C)=[N+](C)C)[C:34]2C=CC=CC=2N=N1.Cl.CNOC.C(N(CC)C(C)C)(C)C.